From a dataset of Reaction yield outcomes from USPTO patents with 853,638 reactions. Predict the reaction yield, written as a fraction of the theoretical maximum amount of product (1.0 means a 100% yield; for example, 0.34 means a 34% yield). (1) The reactants are [CH2:1]([O:3][C:4]([NH:6][CH:7]([C:10]1([C:34]#[N:35])[CH2:15][CH2:14][N:13]([C:16]2[CH:21]=[CH:20][C:19]([N:22]3[CH2:26][C@H:25]([CH2:27][NH:28][C:29](=O)[CH3:30])[O:24][C:23]3=[O:32])=[CH:18][C:17]=2[F:33])[CH2:12][CH2:11]1)[C:8]#[N:9])=[O:5])[CH3:2].COC1C=CC(P2(SP(C3C=CC(OC)=CC=3)(=S)S2)=[S:45])=CC=1. No catalyst specified. The product is [CH2:1]([O:3][C:4]([NH:6][CH:7]([C:10]1([C:34]#[N:35])[CH2:15][CH2:14][N:13]([C:16]2[CH:21]=[CH:20][C:19]([N:22]3[CH2:26][C@H:25]([CH2:27][NH:28][C:29](=[S:45])[CH3:30])[O:24][C:23]3=[O:32])=[CH:18][C:17]=2[F:33])[CH2:12][CH2:11]1)[C:8]#[N:9])=[O:5])[CH3:2]. The yield is 0.580. (2) The reactants are FC(F)(F)C(O)=O.[C:8]1([CH:14]([C:44]2[CH:49]=[CH:48][CH:47]=[CH:46][CH:45]=2)[CH2:15][CH2:16][N:17]([C:31]([NH:33][C:34]2[CH:39]=[CH:38][CH:37]=[C:36]([C:40]([F:43])([F:42])[F:41])[CH:35]=2)=[O:32])[CH:18]2[CH2:23][CH2:22][N:21](C(OC(C)(C)C)=O)[CH2:20][CH2:19]2)[CH:13]=[CH:12][CH:11]=[CH:10][CH:9]=1. The catalyst is ClCCl. The product is [C:44]1([CH:14]([C:8]2[CH:13]=[CH:12][CH:11]=[CH:10][CH:9]=2)[CH2:15][CH2:16][N:17]([CH:18]2[CH2:19][CH2:20][NH:21][CH2:22][CH2:23]2)[C:31]([NH:33][C:34]2[CH:39]=[CH:38][CH:37]=[C:36]([C:40]([F:42])([F:41])[F:43])[CH:35]=2)=[O:32])[CH:49]=[CH:48][CH:47]=[CH:46][CH:45]=1. The yield is 0.980. (3) The reactants are [C:1]1(=[C:9]([C:25]2[CH:30]=[CH:29][C:28]([OH:31])=[CH:27][CH:26]=2)[C:10]2[CH:15]=[CH:14][C:13](/[CH:16]=[CH:17]/[C:18]([O:20]C(C)(C)C)=[O:19])=[CH:12][CH:11]=2)[CH2:8][CH2:7][CH2:6][CH2:5][CH2:4][CH2:3][CH2:2]1. The catalyst is C(Cl)Cl.FC(F)(F)C(O)=O. The product is [C:1]1(=[C:9]([C:25]2[CH:30]=[CH:29][C:28]([OH:31])=[CH:27][CH:26]=2)[C:10]2[CH:15]=[CH:14][C:13](/[CH:16]=[CH:17]/[C:18]([OH:20])=[O:19])=[CH:12][CH:11]=2)[CH2:8][CH2:7][CH2:6][CH2:5][CH2:4][CH2:3][CH2:2]1. The yield is 0.250. (4) The reactants are [CH3:1][O:2][C:3]([C:5]1[S:6][C:7]([C:11]#[C:12][C:13]([CH3:16])([CH3:15])[CH3:14])=[CH:8][C:9]=1Br)=[O:4].[NH2:17][C@H:18]([CH3:24])[C:19]([N:21]([CH3:23])[CH3:22])=[O:20].C(=O)([O-])[O-].[Cs+].[Cs+].C1C=CC(P(C2C(C3C(P(C4C=CC=CC=4)C4C=CC=CC=4)=CC=C4C=3C=CC=C4)=C3C(C=CC=C3)=CC=2)C2C=CC=CC=2)=CC=1. The catalyst is C1(C)C=CC=CC=1.C(OCC)(=O)C.CC([O-])=O.CC([O-])=O.[Pd+2]. The product is [CH3:1][O:2][C:3]([C:5]1[S:6][C:7]([C:11]#[C:12][C:13]([CH3:16])([CH3:15])[CH3:14])=[CH:8][C:9]=1[NH:17][C@@H:18]([C:19](=[O:20])[N:21]([CH3:23])[CH3:22])[CH3:24])=[O:4]. The yield is 0.470. (5) The yield is 0.390. The product is [F:3][CH:4]([F:18])[O:5][C:6]1[CH:15]=[CH:14][C:13]2[C:8](=[CH:9][CH:10]=[CH:11][CH:12]=2)[C:7]=1[CH2:16][OH:17]. The catalyst is CCO.O. The reactants are [BH4-].[Na+].[F:3][CH:4]([F:18])[O:5][C:6]1[CH:15]=[CH:14][C:13]2[C:8](=[CH:9][CH:10]=[CH:11][CH:12]=2)[C:7]=1[CH:16]=[O:17]. (6) The reactants are [F:1][C:2]1[CH:7]=[CH:6][C:5]([C:8]2[N:12]([S:13]([C:16]3[CH:21]=[CH:20][CH:19]=[CH:18][CH:17]=3)(=[O:15])=[O:14])[C:11]([CH3:22])=[C:10]([C:23](OCC)=[O:24])[CH:9]=2)=[CH:4][CH:3]=1.C1(C)C=CC=CC=1.[H-].C([Al+]CC(C)C)C(C)C.Cl. The catalyst is O1CCCC1.C(OCC)(=O)C. The product is [F:1][C:2]1[CH:3]=[CH:4][C:5]([C:8]2[N:12]([S:13]([C:16]3[CH:21]=[CH:20][CH:19]=[CH:18][CH:17]=3)(=[O:15])=[O:14])[C:11]([CH3:22])=[C:10]([CH2:23][OH:24])[CH:9]=2)=[CH:6][CH:7]=1. The yield is 0.450. (7) The reactants are [CH3:1][C:2]1[O:6][N:5]=[C:4]([C:7]2[CH:12]=[CH:11][CH:10]=[CH:9][CH:8]=2)[C:3]=1[CH2:13][O:14][C:15]1[CH:23]=[CH:22][C:18]([C:19]([OH:21])=O)=[CH:17][N:16]=1.[NH2:24][CH:25]1[CH2:28][N:27]([C:29]([O:31][C:32]([CH3:35])([CH3:34])[CH3:33])=[O:30])[CH2:26]1. No catalyst specified. The product is [C:32]([O:31][C:29]([N:27]1[CH2:28][CH:25]([NH:24][C:19]([C:18]2[CH:17]=[N:16][C:15]([O:14][CH2:13][C:3]3[C:4]([C:7]4[CH:8]=[CH:9][CH:10]=[CH:11][CH:12]=4)=[N:5][O:6][C:2]=3[CH3:1])=[CH:23][CH:22]=2)=[O:21])[CH2:26]1)=[O:30])([CH3:35])([CH3:33])[CH3:34]. The yield is 0.860.